The task is: Predict the product of the given reaction.. This data is from Forward reaction prediction with 1.9M reactions from USPTO patents (1976-2016). (1) Given the reactants [C:1]([C:5]1[O:9][N:8]=[C:7]([NH:10][C:11]([NH:13][C:14]2[CH:19]=[CH:18][CH:17]=[C:16]([OH:20])[CH:15]=2)=[O:12])[CH:6]=1)([CH3:4])([CH3:3])[CH3:2].Cl[C:22]1[C:31]2[C:26](=[CH:27][C:28]([O:34][CH2:35][CH2:36][Cl:37])=[C:29]([O:32][CH3:33])[CH:30]=2)[N:25]=[CH:24][N:23]=1.C([O-])([O-])=O.[Cs+].[Cs+], predict the reaction product. The product is: [C:1]([C:5]1[O:9][N:8]=[C:7]([NH:10][C:11]([NH:13][C:14]2[CH:19]=[CH:18][CH:17]=[C:16]([O:20][C:22]3[C:31]4[C:26](=[CH:27][C:28]([O:34][CH2:35][CH2:36][Cl:37])=[C:29]([O:32][CH3:33])[CH:30]=4)[N:25]=[CH:24][N:23]=3)[CH:15]=2)=[O:12])[CH:6]=1)([CH3:4])([CH3:2])[CH3:3]. (2) Given the reactants [CH3:1][O:2][C:3](=[O:17])[C:4]1[C:9]([C:10]2[CH:15]=[CH:14][C:13]([F:16])=[CH:12][CH:11]=2)=[CH:8][CH:7]=[N:6][CH:5]=1.C(O)(=O)C.[H][H], predict the reaction product. The product is: [CH3:1][O:2][C:3]([CH:4]1[CH:9]([C:10]2[CH:11]=[CH:12][C:13]([F:16])=[CH:14][CH:15]=2)[CH2:8][CH2:7][NH:6][CH2:5]1)=[O:17]. (3) Given the reactants CO.[OH-].[K+].[CH2:5]([O:15][C:16]1[CH:21]=[C:20]([C:22]#[C:23][Si](C)(C)C)[C:19]([O:28][CH2:29][CH2:30][CH2:31][CH2:32][CH2:33][CH2:34][CH2:35][CH2:36][CH2:37][CH3:38])=[CH:18][C:17]=1[C:39]#[C:40][Si](C)(C)C)[CH2:6][CH2:7][CH2:8][CH2:9][CH2:10][CH2:11][CH2:12][CH2:13][CH3:14], predict the reaction product. The product is: [C:22]([C:20]1[CH:21]=[C:16]([O:15][CH2:5][CH2:6][CH2:7][CH2:8][CH2:9][CH2:10][CH2:11][CH2:12][CH2:13][CH3:14])[C:17]([C:39]#[CH:40])=[CH:18][C:19]=1[O:28][CH2:29][CH2:30][CH2:31][CH2:32][CH2:33][CH2:34][CH2:35][CH2:36][CH2:37][CH3:38])#[CH:23]. (4) Given the reactants [CH3:1][C:2]1[O:6][N:5]=[C:4]([C:7]2[CH:12]=[CH:11][CH:10]=[CH:9][CH:8]=2)[C:3]=1[C:13]1[O:17][N:16]=[C:15]([CH2:18][OH:19])[N:14]=1.C(=O)([O-])O.[Na+].[Br-].[K+].Cl[O-].[Na+].C(Cl)(=O)C(Cl)=O.[NH3:36], predict the reaction product. The product is: [CH3:1][C:2]1[O:6][N:5]=[C:4]([C:7]2[CH:12]=[CH:11][CH:10]=[CH:9][CH:8]=2)[C:3]=1[C:13]1[O:17][N:16]=[C:15]([C:18]([NH2:36])=[O:19])[N:14]=1. (5) Given the reactants [CH2:1]([O:3][C:4]1[C:17]2[C:16]3[NH:15][CH2:14][CH2:13][CH2:12][C:11]=3[C:10](=[O:18])[N:9]([CH2:19][O:20][CH3:21])[C:8]=2[CH:7]=[C:6]([CH2:22]O)[CH:5]=1)[CH3:2].S(Cl)([Cl:26])=O, predict the reaction product. The product is: [Cl:26][CH2:22][C:6]1[CH:5]=[C:4]([O:3][CH2:1][CH3:2])[C:17]2[C:16]3[NH:15][CH2:14][CH2:13][CH2:12][C:11]=3[C:10](=[O:18])[N:9]([CH2:19][O:20][CH3:21])[C:8]=2[CH:7]=1. (6) Given the reactants [F:1][C:2]1[CH:7]=[CH:6][C:5]([C:8]2[O:9][C:10]3[CH:20]=[C:19]([N:21]([CH3:26])[S:22]([CH3:25])(=[O:24])=[O:23])[C:18](B4OC(C)(C)C(C)(C)O4)=[CH:17][C:11]=3[C:12]=2[C:13]([NH:15][CH3:16])=[O:14])=[CH:4][CH:3]=1.[Cl:36][C:37]1[C:38](=[O:45])[N:39]([CH3:44])[N:40]=[C:41](Cl)[CH:42]=1.C([O-])([O-])=O.[K+].[K+], predict the reaction product. The product is: [Cl:36][C:37]1[C:38](=[O:45])[N:39]([CH3:44])[N:40]=[C:41]([C:18]2[C:19]([N:21]([CH3:26])[S:22]([CH3:25])(=[O:23])=[O:24])=[CH:20][C:10]3[O:9][C:8]([C:5]4[CH:6]=[CH:7][C:2]([F:1])=[CH:3][CH:4]=4)=[C:12]([C:13]([NH:15][CH3:16])=[O:14])[C:11]=3[CH:17]=2)[CH:42]=1. (7) Given the reactants [Cl:1][C:2]1[CH:25]=[CH:24][C:5]([CH2:6][C:7]2[N:8]=[C:9]([C:18]3[CH:23]=[CH:22][N:21]=[CH:20][CH:19]=3)[S:10][C:11]=2[C:12](N(OC)C)=[O:13])=[CH:4][CH:3]=1.[Li]C.[CH3:28]COCC, predict the reaction product. The product is: [Cl:1][C:2]1[CH:25]=[CH:24][C:5]([CH2:6][C:7]2[N:8]=[C:9]([C:18]3[CH:19]=[CH:20][N:21]=[CH:22][CH:23]=3)[S:10][C:11]=2[C:12](=[O:13])[CH3:28])=[CH:4][CH:3]=1. (8) Given the reactants [CH2:1]([O:3][C:4]([C:6]1[N:11]2[CH:12]=[C:13]([CH3:15])[N:14]=[C:10]2[CH:9]=[CH:8][CH:7]=1)=[O:5])[CH3:2].[N+:16]([O-])([OH:18])=[O:17].[OH-].[Na+], predict the reaction product. The product is: [CH2:1]([O:3][C:4]([C:6]1[N:11]2[C:12]([N+:16]([O-:18])=[O:17])=[C:13]([CH3:15])[N:14]=[C:10]2[CH:9]=[CH:8][CH:7]=1)=[O:5])[CH3:2].